From a dataset of Forward reaction prediction with 1.9M reactions from USPTO patents (1976-2016). Predict the product of the given reaction. (1) Given the reactants [CH3:1][S:2]([C:5]1[CH:10]=[CH:9][CH:8]=[CH:7][C:6]=1[C:11]1[CH:16]=[CH:15][C:14]([NH:17][C:18](=[O:32])[CH:19]([O:23][C:24]2[CH:29]=[CH:28][CH:27]=[C:26]([C:30]#[N:31])[CH:25]=2)[CH2:20][CH2:21][CH3:22])=[CH:13][CH:12]=1)(=[O:4])=[O:3].Cl.[Cl-].[OH:35][NH3+:36].C(N(CC)CC)C, predict the reaction product. The product is: [CH3:1][S:2]([C:5]1[CH:10]=[CH:9][CH:8]=[CH:7][C:6]=1[C:11]1[CH:12]=[CH:13][C:14]([NH:17][C:18](=[O:32])[CH:19]([O:23][C:24]2[CH:29]=[CH:28][CH:27]=[C:26]([C:30](=[NH:31])[NH:36][OH:35])[CH:25]=2)[CH2:20][CH2:21][CH3:22])=[CH:15][CH:16]=1)(=[O:3])=[O:4]. (2) Given the reactants [H-].[Na+].[CH2:3]([O:5][C:6](=[O:12])[CH:7]([CH3:11])[C:8]([CH3:10])=[O:9])[CH3:4].Br[CH2:14][CH2:15][CH2:16][CH2:17][CH2:18][O:19][C:20](=[O:22])[CH3:21], predict the reaction product. The product is: [C:8]([C:7]([CH3:11])([CH2:14][CH2:15][CH2:16][CH2:17][CH2:18][O:19][C:20](=[O:22])[CH3:21])[C:6]([O:5][CH2:3][CH3:4])=[O:12])(=[O:9])[CH3:10]. (3) Given the reactants [NH2:1][C:2]1[C:3]([F:13])=[C:4]([C:8]([F:12])=[C:9]([F:11])[CH:10]=1)[C:5](O)=[O:6].B, predict the reaction product. The product is: [NH2:1][C:2]1[C:3]([F:13])=[C:4]([CH2:5][OH:6])[C:8]([F:12])=[C:9]([F:11])[CH:10]=1. (4) Given the reactants [Cl:1][C:2]1[N:7]=[CH:6][NH:5][C:4]2=[N:8][CH:9]=[CH:10][C:3]=12.[B-](F)(F)(F)[F:12].[B-](F)(F)(F)F.C1[N+]2(CCl)CC[N+](F)(CC2)C1.CC(O)=O, predict the reaction product. The product is: [Cl:1][C:2]1[C:3]2[C:10]([F:12])=[CH:9][NH:8][C:4]=2[N:5]=[CH:6][N:7]=1. (5) Given the reactants [CH:1]([C:4]1[C:8]2=[N:9][C:10]([C:13]([NH:15][C:16]3[CH:17]=[N:18][CH:19]=[CH:20][C:21]=3[N:22]3[CH2:27][C@H:26]([CH3:28])[CH2:25][C@H:24]([NH:29]C(=O)OC(C)(C)C)[CH2:23]3)=[O:14])=[CH:11][CH:12]=[C:7]2[O:6][CH:5]=1)([CH3:3])[CH3:2].C(O)(C(F)(F)F)=O.N, predict the reaction product. The product is: [NH2:29][C@H:24]1[CH2:25][C@@H:26]([CH3:28])[CH2:27][N:22]([C:21]2[CH:20]=[CH:19][N:18]=[CH:17][C:16]=2[NH:15][C:13]([C:10]2[N:9]=[C:8]3[C:4]([CH:1]([CH3:3])[CH3:2])=[CH:5][O:6][C:7]3=[CH:12][CH:11]=2)=[O:14])[CH2:23]1.